Dataset: Reaction yield outcomes from USPTO patents with 853,638 reactions. Task: Predict the reaction yield, written as a fraction of the theoretical maximum amount of product (1.0 means a 100% yield; for example, 0.34 means a 34% yield). (1) The yield is 0.810. The product is [C:1]1([S:7]([O:10][C:11]2[C:20]([Br:21])=[C:19]3[C:14]([CH:15]=[CH:16][C:17]([CH:22]([OH:26])[CH2:23][CH2:24][NH:28][CH3:27])=[N:18]3)=[CH:13][CH:12]=2)(=[O:8])=[O:9])[CH:6]=[CH:5][CH:4]=[CH:3][CH:2]=1. The catalyst is CO.CC(O)=O. The reactants are [C:1]1([S:7]([O:10][C:11]2[C:20]([Br:21])=[C:19]3[C:14]([CH:15]=[CH:16][C:17]([CH:22]([OH:26])[CH2:23][CH:24]=O)=[N:18]3)=[CH:13][CH:12]=2)(=[O:9])=[O:8])[CH:6]=[CH:5][CH:4]=[CH:3][CH:2]=1.[CH3:27][NH2:28].[BH-](OC(C)=O)(OC(C)=O)OC(C)=O.[Na+].Cl.C([O-])(O)=O.[Na+]. (2) The reactants are COC1C=CC(C[O:8][C:9]2[C:17]([C:18]([NH2:20])=[O:19])=[C:16]3[C:12]([C:13]([CH3:22])=[C:14]([CH3:21])[NH:15]3)=[C:11]([C:23]3[CH:28]=[CH:27][CH:26]=[C:25]([N:29]4[C:38](=[O:39])[C:37]5[C:32](=[CH:33][CH:34]=[CH:35][CH:36]=5)[N:31]=[CH:30]4)[C:24]=3[CH3:40])[CH:10]=2)=CC=1.C1(SC)C=CC=CC=1.C(O)(C(F)(F)F)=O. The catalyst is C(Cl)Cl. The product is [OH:8][C:9]1[C:17]([C:18]([NH2:20])=[O:19])=[C:16]2[C:12]([C:13]([CH3:22])=[C:14]([CH3:21])[NH:15]2)=[C:11]([C:23]2[CH:28]=[CH:27][CH:26]=[C:25]([N:29]3[C:38](=[O:39])[C:37]4[C:32](=[CH:33][CH:34]=[CH:35][CH:36]=4)[N:31]=[CH:30]3)[C:24]=2[CH3:40])[CH:10]=1. The yield is 0.730. (3) The reactants are [CH:1]1([CH2:4][O:5][C:6]2[CH:7]=[C:8]([OH:14])[CH:9]=[C:10]([CH2:12][OH:13])[CH:11]=2)[CH2:3][CH2:2]1.Br[CH2:16][CH2:17][O:18][CH3:19].C1OCCOCCOCCOCCOCCOC1. The catalyst is CC(C)=O. The product is [CH:1]1([CH2:4][O:5][C:6]2[CH:11]=[C:10]([CH2:12][OH:13])[CH:9]=[C:8]([O:14][CH2:16][CH2:17][O:18][CH3:19])[CH:7]=2)[CH2:2][CH2:3]1. The yield is 0.970. (4) The reactants are [CH2:1]([NH2:6])[CH2:2][CH:3]([CH3:5])[CH3:4].Cl[CH2:8][CH:9]([OH:15])[CH2:10][S:11]([OH:14])(=[O:13])=[O:12].[Na]. The catalyst is O1CCOCC1.O. The product is [OH:15][CH:9]([CH2:8][NH:6][CH2:1][CH2:2][CH:3]([CH3:5])[CH3:4])[CH2:10][S:11]([OH:14])(=[O:13])=[O:12]. The yield is 0.270. (5) The reactants are [Br:1][C:2]1[CH:7]=[CH:6][C:5]([CH2:8][C:9]([C:11]2[CH:12]=[N:13][CH:14]=[CH:15][CH:16]=2)=O)=[CH:4][CH:3]=1.Cl.[NH2:18][OH:19].C(=O)(O)[O-].[Na+]. The catalyst is C(O)C.O. The product is [Br:1][C:2]1[CH:7]=[CH:6][C:5]([CH2:8][C:9]([C:11]2[CH:12]=[N:13][CH:14]=[CH:15][CH:16]=2)=[N:18][OH:19])=[CH:4][CH:3]=1. The yield is 0.940. (6) The reactants are [CH3:1][O:2][C:3]([C:5]1[CH:6]=[CH:7][C:8]2[CH:12]=[C:11]([C:13]([C:18]3[CH:23]=[CH:22][C:21]([O:24][CH2:25][C:26](=[O:31])[C:27]([CH3:30])([CH3:29])[CH3:28])=[C:20]([CH3:32])[CH:19]=3)([CH2:16][CH3:17])[CH2:14][CH3:15])[S:10][C:9]=2[CH:33]=1)=[O:4].[BH4-].[Na+]. The catalyst is C1COCC1. The product is [CH3:1][O:2][C:3]([C:5]1[CH:6]=[CH:7][C:8]2[CH:12]=[C:11]([C:13]([CH2:14][CH3:15])([C:18]3[CH:23]=[CH:22][C:21]([O:24][CH2:25][CH:26]([OH:31])[C:27]([CH3:29])([CH3:30])[CH3:28])=[C:20]([CH3:32])[CH:19]=3)[CH2:16][CH3:17])[S:10][C:9]=2[CH:33]=1)=[O:4]. The yield is 0.860. (7) The reactants are [Br:1][C:2]1[CH:3]=[C:4]([CH:8]=[CH:9][N:10]=1)[C:5]([OH:7])=O.CN(C(ON1N=NC2C=CC=NC1=2)=[N+](C)C)C.F[P-](F)(F)(F)(F)F.CN1CCOCC1.[CH3:42][O:43][C:44]1[C:49]2[N:50]=[C:51]([NH2:53])[S:52][C:48]=2[C:47]([N:54]([CH3:62])[CH2:55][CH:56]2[CH2:61][CH2:60][O:59][CH2:58][CH2:57]2)=[CH:46][CH:45]=1. The catalyst is C1COCC1.C(OCC)(=O)C. The product is [Br:1][C:2]1[CH:3]=[C:4]([CH:8]=[CH:9][N:10]=1)[C:5]([NH:53][C:51]1[S:52][C:48]2[C:47]([N:54]([CH3:62])[CH2:55][CH:56]3[CH2:61][CH2:60][O:59][CH2:58][CH2:57]3)=[CH:46][CH:45]=[C:44]([O:43][CH3:42])[C:49]=2[N:50]=1)=[O:7]. The yield is 0.140. (8) The reactants are Cl[C:2]1[N:3]=[C:4]([OH:12])[C:5]2[CH:11]=[CH:10][N:9]=[CH:8][C:6]=2[N:7]=1.[C:13]1([N:19]2[C:28]3[C:23](=[CH:24][C:25]([OH:29])=[CH:26][CH:27]=3)[CH2:22][CH2:21][CH2:20]2)[CH:18]=[CH:17][CH:16]=[CH:15][CH:14]=1. No catalyst specified. The product is [C:13]1([N:19]2[C:28]3[C:23](=[CH:24][C:25]([O:29][C:2]4[N:3]=[C:4]([OH:12])[C:5]5[CH:11]=[CH:10][N:9]=[CH:8][C:6]=5[N:7]=4)=[CH:26][CH:27]=3)[CH2:22][CH2:21][CH2:20]2)[CH:18]=[CH:17][CH:16]=[CH:15][CH:14]=1. The yield is 0.260.